Predict the product of the given reaction. From a dataset of Forward reaction prediction with 1.9M reactions from USPTO patents (1976-2016). (1) Given the reactants C([O:5][C:6](=[O:19])[C:7]1[CH:12]=[CH:11][C:10]([CH:13]([F:18])[C:14](=[O:17])[NH:15]C)=[CH:9][CH:8]=1)(C)(C)C.FC(F)(F)C(O)=O, predict the reaction product. The product is: [C:14]([CH:13]([F:18])[C:10]1[CH:11]=[CH:12][C:7]([C:6]([OH:19])=[O:5])=[CH:8][CH:9]=1)(=[O:17])[NH2:15]. (2) Given the reactants [F-].[Cs+].C([Sn](CCCC)(CCCC)[C:8]1[CH:13]=[CH:12][N:11]=[N:10][CH:9]=1)CCC.[F:22][C:23]([F:33])([F:32])[C:24]1[CH:29]=[C:28](I)[C:27]([OH:31])=[CH:26][CH:25]=1, predict the reaction product. The product is: [N:11]1[CH:12]=[CH:13][C:8]([C:26]2[CH:25]=[C:24]([C:23]([F:33])([F:32])[F:22])[CH:29]=[CH:28][C:27]=2[OH:31])=[CH:9][N:10]=1.